From a dataset of Full USPTO retrosynthesis dataset with 1.9M reactions from patents (1976-2016). Predict the reactants needed to synthesize the given product. (1) Given the product [CH2:24]([N:6]1[C:5](=[O:7])[C:4]2([CH2:12][CH2:11][CH:10]([NH:13][C:14](=[O:23])[O:15][CH2:16][C:17]3[CH:18]=[CH:19][CH:20]=[CH:21][CH:22]=3)[CH2:9][CH2:8]2)[NH:3][C:2]1=[O:1])[C:25]1[CH:30]=[CH:29][CH:28]=[CH:27][CH:26]=1, predict the reactants needed to synthesize it. The reactants are: [O:1]=[C:2]1[NH:6][C:5](=[O:7])[C:4]2([CH2:12][CH2:11][CH:10]([NH:13][C:14](=[O:23])[O:15][CH2:16][C:17]3[CH:22]=[CH:21][CH:20]=[CH:19][CH:18]=3)[CH2:9][CH2:8]2)[NH:3]1.[CH2:24](Br)[C:25]1[CH:30]=[CH:29][CH:28]=[CH:27][CH:26]=1.C([O-])([O-])=O.[K+].[K+]. (2) Given the product [Cl:1][C:2]1[CH:3]=[CH:4][C:5]([C@H:8]([CH:13]2[CH2:15][CH2:14]2)[CH2:9][OH:10])=[CH:6][CH:7]=1, predict the reactants needed to synthesize it. The reactants are: [Cl:1][C:2]1[CH:7]=[CH:6][C:5]([C@H:8]([CH:13]2[CH2:15][CH2:14]2)[C:9](OC)=[O:10])=[CH:4][CH:3]=1.[H-].C([Al+]CC(C)C)C(C)C. (3) Given the product [CH3:1][O:2][C:3]1[CH:8]=[C:7]([O:9][CH3:10])[CH:6]=[CH:5][C:4]=1[C:11]1[CH:15]=[C:14]([CH2:16][CH2:17][CH2:18][N:30]2[CH2:31][CH2:32][N:27]([CH2:20][C:21]3[CH:22]=[CH:23][CH:24]=[CH:25][CH:26]=3)[CH2:28][CH2:29]2)[O:13][N:12]=1, predict the reactants needed to synthesize it. The reactants are: [CH3:1][O:2][C:3]1[CH:8]=[C:7]([O:9][CH3:10])[CH:6]=[CH:5][C:4]=1[C:11]1[CH:15]=[C:14]([CH2:16][CH2:17][CH:18]=O)[O:13][N:12]=1.[CH2:20]([N:27]1[CH2:32][CH2:31][NH:30][CH2:29][CH2:28]1)[C:21]1[CH:26]=[CH:25][CH:24]=[CH:23][CH:22]=1.[BH-](OC(C)=O)(OC(C)=O)OC(C)=O.[Na+]. (4) Given the product [CH3:1][O:2][C:3]1[CH:4]=[C:5]2[C:10](=[CH:11][C:12]=1[O:13][CH3:14])[N:9]=[CH:8][CH:7]=[C:6]2[O:15][C:16]1[CH:21]=[CH:20][C:19]([NH:22][CH2:23][CH2:24][O:25][C:26]2[C:31]([CH3:32])=[CH:30][CH:29]=[CH:28][C:27]=2[CH3:33])=[CH:18][C:17]=1[CH3:35], predict the reactants needed to synthesize it. The reactants are: [CH3:1][O:2][C:3]1[CH:4]=[C:5]2[C:10](=[CH:11][C:12]=1[O:13][CH3:14])[N:9]=[CH:8][CH:7]=[C:6]2[O:15][C:16]1[CH:21]=[CH:20][C:19]([NH:22][C:23](=O)[CH2:24][O:25][C:26]2[C:31]([CH3:32])=[CH:30][CH:29]=[CH:28][C:27]=2[CH3:33])=[CH:18][C:17]=1[CH3:35].Cl.[OH-].[Na+]. (5) Given the product [CH3:37][P:35]([CH2:34][C:30]1[CH:29]=[C:28]([N:27]2[C:23]([NH:22][C:20]([NH:19][C:16]3[CH:17]=[CH:18][C:9]([O:8][C:6]4[CH:5]=[CH:4][N:3]=[C:2]([NH:47][C:46]5[CH:48]=[C:49]([O:51][CH2:52][CH2:53][N:54]6[CH2:59][CH2:58][O:57][CH2:56][CH2:55]6)[CH:50]=[C:44]([O:43][CH3:42])[CH:45]=5)[N:7]=4)=[C:10]4[C:15]=3[N:14]=[CH:13][CH:12]=[CH:11]4)=[O:21])=[CH:24][C:25]([CH:39]([CH3:41])[CH3:40])=[N:26]2)[CH:33]=[CH:32][CH:31]=1)([CH3:38])=[O:36], predict the reactants needed to synthesize it. The reactants are: Cl[C:2]1[N:7]=[C:6]([O:8][C:9]2[CH:18]=[CH:17][C:16]([NH:19][C:20]([NH:22][C:23]3[N:27]([C:28]4[CH:33]=[CH:32][CH:31]=[C:30]([CH2:34][P:35]([CH3:38])([CH3:37])=[O:36])[CH:29]=4)[N:26]=[C:25]([CH:39]([CH3:41])[CH3:40])[CH:24]=3)=[O:21])=[C:15]3[C:10]=2[CH:11]=[CH:12][CH:13]=[N:14]3)[CH:5]=[CH:4][N:3]=1.[CH3:42][O:43][C:44]1[CH:45]=[C:46]([CH:48]=[C:49]([O:51][CH2:52][CH2:53][N:54]2[CH2:59][CH2:58][O:57][CH2:56][CH2:55]2)[CH:50]=1)[NH2:47]. (6) The reactants are: [NH2:1][C:2]1[CH:3]=[C:4]([CH:8]=[CH:9][C:10]=1[OH:11])[C:5]([OH:7])=[O:6].N1C=CC=CC=1.[F:18][C:19]([F:31])([F:30])[O:20][C:21]1[CH:29]=[CH:28][C:24]([C:25](Cl)=[O:26])=[CH:23][CH:22]=1. Given the product [OH:11][C:10]1[CH:9]=[CH:8][C:4]([C:5]([OH:7])=[O:6])=[CH:3][C:2]=1[NH:1][C:25](=[O:26])[C:24]1[CH:28]=[CH:29][C:21]([O:20][C:19]([F:18])([F:30])[F:31])=[CH:22][CH:23]=1, predict the reactants needed to synthesize it.